This data is from Forward reaction prediction with 1.9M reactions from USPTO patents (1976-2016). The task is: Predict the product of the given reaction. (1) Given the reactants [Cl:1][C:2]1[C:7]([F:8])=[C:6]([Cl:9])[CH:5]=[CH:4][C:3]=1[C:10]([N:12]1[CH2:17][CH2:16][NH:15][C:14](=O)[CH2:13]1)=[O:11].F[B-](F)(F)F.C([O+](CC)CC)C.[CH3:31][C:32]1[CH:37]=[CH:36][N:35]=[C:34]([C:38](=N)[NH:39][NH2:40])[N:33]=1, predict the reaction product. The product is: [Cl:1][C:2]1[C:7]([F:8])=[C:6]([Cl:9])[CH:5]=[CH:4][C:3]=1[C:10]([N:12]1[CH2:17][CH2:16][N:15]2[C:38]([C:34]3[N:33]=[C:32]([CH3:31])[CH:37]=[CH:36][N:35]=3)=[N:39][N:40]=[C:14]2[CH2:13]1)=[O:11]. (2) Given the reactants [Br:1][C:2]1[CH:11]=[CH:10][CH:9]=[C:8]2[C:3]=1[CH:4]=[CH:5][N:6]=[C:7]2Cl.[NH2:13][C:14]1[CH:15]=[C:16]([S:20]([NH2:23])(=[O:22])=[O:21])[CH:17]=[CH:18][CH:19]=1, predict the reaction product. The product is: [Br:1][C:2]1[CH:11]=[CH:10][CH:9]=[C:8]2[C:3]=1[CH:4]=[CH:5][N:6]=[C:7]2[NH:13][C:14]1[CH:15]=[C:16]([S:20]([NH2:23])(=[O:21])=[O:22])[CH:17]=[CH:18][CH:19]=1. (3) Given the reactants [NH2:1][C:2]1([CH:18]([CH3:21])[CH2:19][OH:20])[C:15]2[CH:14]=[C:13]([Cl:16])[N:12]=[CH:11][C:10]=2[O:9][C:8]2[C:3]1=[CH:4][C:5]([Br:17])=[CH:6][CH:7]=2.C([O-])(=O)C.[Na+].[N:27]#[C:28]Br.C(O)(C(F)(F)F)=O, predict the reaction product. The product is: [Br:17][C:5]1[CH:4]=[C:3]2[C:2]3([CH:18]([CH3:21])[CH2:19][O:20][C:28]([NH2:27])=[N:1]3)[C:15]3[CH:14]=[C:13]([Cl:16])[N:12]=[CH:11][C:10]=3[O:9][C:8]2=[CH:7][CH:6]=1. (4) Given the reactants [CH3:1][O:2][C:3](=[O:17])[C:4]1[C:5](=[CH:10][C:11]([N+:14]([O-])=O)=[CH:12][CH:13]=1)[C:6]([O:8][CH3:9])=[O:7], predict the reaction product. The product is: [CH3:1][O:2][C:3](=[O:17])[C:4]1[C:5](=[CH:10][C:11]([NH2:14])=[CH:12][CH:13]=1)[C:6]([O:8][CH3:9])=[O:7].